Dataset: Catalyst prediction with 721,799 reactions and 888 catalyst types from USPTO. Task: Predict which catalyst facilitates the given reaction. (1) Product: [Cl:1][C:2]1[CH:3]=[CH:4][C:5]([O:17][CH2:18][CH:19]([CH3:21])[CH3:20])=[C:6]([CH2:8][N:9]2[C:13]([CH3:14])=[CH:12][C:11]([C:15]3[NH:29][C:22]4[CH:27]=[CH:26][CH:25]=[CH:24][C:23]=4[N:28]=3)=[N:10]2)[CH:7]=1. Reactant: [Cl:1][C:2]1[CH:3]=[CH:4][C:5]([O:17][CH2:18][CH:19]([CH3:21])[CH3:20])=[C:6]([CH2:8][N:9]2[C:13]([CH3:14])=[CH:12][C:11]([CH:15]=O)=[N:10]2)[CH:7]=1.[C:22]1([NH2:29])[CH:27]=[CH:26][CH:25]=[CH:24][C:23]=1[NH2:28].OS([O-])=O.[Na+]. The catalyst class is: 125. (2) Reactant: [Cl:1][C:2]1[CH:3]=[C:4]([CH:19]=[C:20]([O:23][CH:24]([CH3:26])[CH3:25])[C:21]=1[Cl:22])[C:5]([NH:7][C:8]1[CH:17]=[CH:16][C:11]([C:12]([O:14]C)=[O:13])=[C:10]([CH3:18])[CH:9]=1)=[O:6]. Product: [Cl:1][C:2]1[CH:3]=[C:4]([CH:19]=[C:20]([O:23][CH:24]([CH3:26])[CH3:25])[C:21]=1[Cl:22])[C:5]([NH:7][C:8]1[CH:17]=[CH:16][C:11]([C:12]([OH:14])=[O:13])=[C:10]([CH3:18])[CH:9]=1)=[O:6]. The catalyst class is: 5. (3) Reactant: [Br:1][C:2]1[C:9]([F:10])=[CH:8][CH:7]=[CH:6][C:3]=1[CH:4]=O.CO[CH:13](OC)[CH2:14][NH2:15].O. Product: [Br:1][C:2]1[C:9]([F:10])=[CH:8][CH:7]=[C:6]2[C:3]=1[CH:4]=[N:15][CH:14]=[CH:13]2. The catalyst class is: 11. (4) Reactant: C([O:3][C:4]([C:6]1[N:7]([CH3:20])[N:8]=[C:9]([C:12]2[C:17]([F:18])=[CH:16][C:15]([Cl:19])=[CH:14][N:13]=2)[C:10]=1[CH3:11])=[O:5])C.[OH-].[Na+].Cl. Product: [Cl:19][C:15]1[CH:16]=[C:17]([F:18])[C:12]([C:9]2[C:10]([CH3:11])=[C:6]([C:4]([OH:5])=[O:3])[N:7]([CH3:20])[N:8]=2)=[N:13][CH:14]=1. The catalyst class is: 16. (5) Reactant: Br[C:2]1[N:3]=[C:4]([C:9]2[N:10]([CH2:18][CH3:19])[C:11]3[CH:16]=[CH:15][N:14]=[CH:13][C:12]=3[N:17]=2)[C:5]([NH2:8])=[N:6][CH:7]=1.[CH2:20]([O:27][C:28]1[CH:33]=[CH:32][C:31](B(O)O)=[CH:30][CH:29]=1)[C:21]1[CH:26]=[CH:25][CH:24]=[CH:23][CH:22]=1.C([O-])([O-])=O.[K+].[K+]. Product: [CH2:20]([O:27][C:28]1[CH:33]=[CH:32][C:31]([C:2]2[N:3]=[C:4]([C:9]3[N:10]([CH2:18][CH3:19])[C:11]4[CH:16]=[CH:15][N:14]=[CH:13][C:12]=4[N:17]=3)[C:5]([NH2:8])=[N:6][CH:7]=2)=[CH:30][CH:29]=1)[C:21]1[CH:26]=[CH:25][CH:24]=[CH:23][CH:22]=1. The catalyst class is: 558.